This data is from Reaction yield outcomes from USPTO patents with 853,638 reactions. The task is: Predict the reaction yield, written as a fraction of the theoretical maximum amount of product (1.0 means a 100% yield; for example, 0.34 means a 34% yield). (1) The reactants are [NH2:1][C:2]1[CH:3]=[C:4]([C:8]2[N:13]3[N:14]=[CH:15][C:16]([C:17]([C:19]4[S:20][CH:21]=[CH:22][CH:23]=4)=[O:18])=[C:12]3[N:11]=[CH:10][CH:9]=2)[CH:5]=[CH:6][CH:7]=1.C(N(CC)CC)C.[F:31][C:32]1[CH:40]=[CH:39][CH:38]=[CH:37][C:33]=1[C:34](Cl)=[O:35]. The catalyst is CN(C)C1C=CN=CC=1.C(Cl)Cl. The product is [F:31][C:32]1[CH:40]=[CH:39][CH:38]=[CH:37][C:33]=1[C:34]([NH:1][C:2]1[CH:7]=[CH:6][CH:5]=[C:4]([C:8]2[N:13]3[N:14]=[CH:15][C:16]([C:17]([C:19]4[S:20][CH:21]=[CH:22][CH:23]=4)=[O:18])=[C:12]3[N:11]=[CH:10][CH:9]=2)[CH:3]=1)=[O:35]. The yield is 0.670. (2) The reactants are [F:1][C:2]1[CH:7]=[CH:6][C:5]([C:8]([CH:10]2[CH2:15][CH2:14][NH:13][CH2:12][CH2:11]2)=[O:9])=[CH:4][CH:3]=1.[CH:16](O)=O.C=O.[OH-].[K+]. The catalyst is O. The product is [F:1][C:2]1[CH:7]=[CH:6][C:5]([C:8]([CH:10]2[CH2:15][CH2:14][N:13]([CH3:16])[CH2:12][CH2:11]2)=[O:9])=[CH:4][CH:3]=1. The yield is 0.980. (3) The reactants are [Cl:1][C:2]1[CH:3]=[C:4]([N:8]2[CH:12]=[C:11]([CH:13]=[O:14])[CH:10]=[N:9]2)[CH:5]=[CH:6][CH:7]=1.[CH3:15][Mg]Cl.C1COCC1.[NH4+].[Cl-]. The catalyst is CCOCC. The product is [Cl:1][C:2]1[CH:3]=[C:4]([N:8]2[CH:12]=[C:11]([CH:13]([OH:14])[CH3:15])[CH:10]=[N:9]2)[CH:5]=[CH:6][CH:7]=1. The yield is 1.00. (4) The reactants are [N+](=[C:3]([CH3:12])[C:4]([N:6]1[CH2:10][CH2:9][O:8][C:7]1=[O:11])=[O:5])=[N-].[C:13]([N:20]=[CH:21][C:22]1[CH:27]=[CH:26][CH:25]=[CH:24][CH:23]=1)([O:15][C:16]([CH3:19])([CH3:18])[CH3:17])=[O:14].C(N(CC)CC)C.C([O-])(O)=O.[Na+]. The catalyst is [2H]C(Cl)(Cl)Cl.[2H]C([2H])(Cl)Cl. The product is [CH3:12][C:3]1([C:4]([N:6]2[CH2:10][CH2:9][O:8][C:7]2=[O:11])=[O:5])[CH:21]([C:22]2[CH:23]=[CH:24][CH:25]=[CH:26][CH:27]=2)[N:20]1[C:13]([O:15][C:16]([CH3:19])([CH3:18])[CH3:17])=[O:14]. The yield is 0.720. (5) The reactants are COC(=O)[O:4][C:5]1[CH:10]=[C:9]([N+:11]([O-:13])=[O:12])[C:8]([C:14]([CH3:17])([CH3:16])[CH3:15])=[CH:7][C:6]=1[C:18]([CH3:21])([CH3:20])[CH3:19].COC(=O)OC1C([N+]([O-])=O)=CC(C(C)(C)C)=CC=1C(C)(C)C.[OH-].[K+].Cl. The catalyst is CO. The product is [C:18]([C:6]1[CH:7]=[C:8]([C:14]([CH3:16])([CH3:15])[CH3:17])[C:9]([N+:11]([O-:13])=[O:12])=[CH:10][C:5]=1[OH:4])([CH3:19])([CH3:20])[CH3:21]. The yield is 0.290. (6) The reactants are [CH2:1]([O:8][C:9]([N:11]1[CH2:16][CH2:15][CH:14]([C:17]([OH:19])=O)[CH2:13][CH2:12]1)=[O:10])[C:2]1[CH:7]=[CH:6][CH:5]=[CH:4][CH:3]=1.Cl.[CH3:21][NH:22][O:23][CH3:24].CCN(C(C)C)C(C)C.CN(C(ON1N=NC2C=CC=CC1=2)=[N+](C)C)C.F[P-](F)(F)(F)(F)F.C1C=CC2N(O)N=NC=2C=1. The catalyst is CN(C=O)C.O. The product is [CH3:24][O:23][N:22]([CH3:21])[C:17]([CH:14]1[CH2:13][CH2:12][N:11]([C:9]([O:8][CH2:1][C:2]2[CH:3]=[CH:4][CH:5]=[CH:6][CH:7]=2)=[O:10])[CH2:16][CH2:15]1)=[O:19]. The yield is 0.890. (7) The reactants are [CH3:1][C:2]1[CH:3]=[C:4]([NH:16][C:17]2[C:26]3[C:21](=[CH:22][CH:23]=[CH:24][C:25]=3[O:27][C@@H:28]([CH3:32])[C:29]([OH:31])=O)[N:20]=[CH:19][N:18]=2)[CH:5]=[CH:6][C:7]=1[O:8][C:9]1[CH:10]=[N:11][C:12]([CH3:15])=[CH:13][CH:14]=1.[NH3:33]. No catalyst specified. The product is [CH3:1][C:2]1[CH:3]=[C:4]([NH:16][C:17]2[C:26]3[C:21](=[CH:22][CH:23]=[CH:24][C:25]=3[O:27][C@@H:28]([CH3:32])[C:29]([NH2:33])=[O:31])[N:20]=[CH:19][N:18]=2)[CH:5]=[CH:6][C:7]=1[O:8][C:9]1[CH:10]=[N:11][C:12]([CH3:15])=[CH:13][CH:14]=1. The yield is 0.550. (8) The reactants are [C:1]([O:5][C:6]([C:8]1[CH:9]=[C:10]([C:22]2[CH:27]=[CH:26][CH:25]=[C:24]([F:28])[CH:23]=2)[CH:11]=[C:12]([O:14]CC2C=CC=CC=2)[CH:13]=1)=[O:7])([CH3:4])([CH3:3])[CH3:2]. The catalyst is CCO.[Pd]. The product is [C:1]([O:5][C:6]([C:8]1[CH:9]=[C:10]([C:22]2[CH:27]=[CH:26][CH:25]=[C:24]([F:28])[CH:23]=2)[CH:11]=[C:12]([OH:14])[CH:13]=1)=[O:7])([CH3:4])([CH3:2])[CH3:3]. The yield is 0.960.